Dataset: Reaction yield outcomes from USPTO patents with 853,638 reactions. Task: Predict the reaction yield, written as a fraction of the theoretical maximum amount of product (1.0 means a 100% yield; for example, 0.34 means a 34% yield). (1) The reactants are Br[C:2]1[S:6][C:5]2[CH:7]=[C:8]([OH:11])[CH:9]=[CH:10][C:4]=2[C:3]=1[O:12][C:13]1[CH:18]=[CH:17][C:16](/[CH:19]=[CH:20]/[C:21]([O:23][CH3:24])=[O:22])=[CH:15][CH:14]=1.[F:25][C:26]([C:29]1[CH:34]=[C:33]([F:35])[CH:32]=[CH:31][C:30]=1B1OC(C)(C)C(C)(C)O1)([F:28])[CH3:27].C([O-])([O-])=O.[K+].[K+]. The catalyst is C1(C)C=CC=CC=1.O.C1C=CC([P]([Pd]([P](C2C=CC=CC=2)(C2C=CC=CC=2)C2C=CC=CC=2)([P](C2C=CC=CC=2)(C2C=CC=CC=2)C2C=CC=CC=2)[P](C2C=CC=CC=2)(C2C=CC=CC=2)C2C=CC=CC=2)(C2C=CC=CC=2)C2C=CC=CC=2)=CC=1. The product is [F:25][C:26]([C:29]1[CH:34]=[C:33]([F:35])[CH:32]=[CH:31][C:30]=1[C:2]1[S:6][C:5]2[CH:7]=[C:8]([OH:11])[CH:9]=[CH:10][C:4]=2[C:3]=1[O:12][C:13]1[CH:18]=[CH:17][C:16](/[CH:19]=[CH:20]/[C:21]([O:23][CH3:24])=[O:22])=[CH:15][CH:14]=1)([F:28])[CH3:27]. The yield is 0.732. (2) The reactants are [CH2:1]([O:3][C:4](=[O:14])[CH2:5][NH:6][CH2:7][C:8]1[CH:13]=[CH:12][CH:11]=[CH:10][CH:9]=1)[CH3:2].C([O:17][C:18](=[O:24])[CH2:19][CH2:20][CH2:21][CH2:22]Br)C.C(=O)([O-])[O-].[K+].[K+]. The catalyst is CN(C)C=O. The product is [CH2:7]([N:6]([CH2:5][C:4]([O:3][CH2:1][CH3:2])=[O:14])[CH2:22][CH2:21][CH2:20][CH2:19][C:18]([OH:24])=[O:17])[C:8]1[CH:13]=[CH:12][CH:11]=[CH:10][CH:9]=1. The yield is 0.300. (3) The reactants are Cl[C:2]1[N:3]=[C:4]([C:21]2[CH:26]=[CH:25][C:24]([C:27]([F:30])([F:29])[F:28])=[CH:23][C:22]=2[O:31][CH3:32])[C:5]2[C:10]([CH:11]=1)=[CH:9][C:8]([S:12]([NH:15][C:16]1[S:17][CH:18]=[CH:19][N:20]=1)(=[O:14])=[O:13])=[CH:7][CH:6]=2.[CH3:33][O-:34].[Na+].CO. The catalyst is CS(C)=O.CCOC(C)=O. The product is [CH3:33][O:34][C:2]1[N:3]=[C:4]([C:21]2[CH:26]=[CH:25][C:24]([C:27]([F:30])([F:29])[F:28])=[CH:23][C:22]=2[O:31][CH3:32])[C:5]2[C:10]([CH:11]=1)=[CH:9][C:8]([S:12]([NH:15][C:16]1[S:17][CH:18]=[CH:19][N:20]=1)(=[O:14])=[O:13])=[CH:7][CH:6]=2. The yield is 0.654. (4) The reactants are [C:1]([O:4][CH2:5][C:6]1[CH:7]=[C:8]([CH:13]=[CH:14][C:15]=1Br)[C:9]([O:11][CH3:12])=[O:10])(=[O:3])[CH3:2].[C:17]1([CH3:26])[CH:22]=[CH:21][CH:20]=[CH:19][C:18]=1B(O)O.C(=O)([O-])[O-].[K+].[K+]. The catalyst is C1(C)C=CC=CC=1.O.C1C=CC([P]([Pd]([P](C2C=CC=CC=2)(C2C=CC=CC=2)C2C=CC=CC=2)([P](C2C=CC=CC=2)(C2C=CC=CC=2)C2C=CC=CC=2)[P](C2C=CC=CC=2)(C2C=CC=CC=2)C2C=CC=CC=2)(C2C=CC=CC=2)C2C=CC=CC=2)=CC=1. The product is [C:1]([O:4][CH2:5][C:6]1[CH:7]=[C:8]([C:9]([O:11][CH3:12])=[O:10])[CH:13]=[CH:14][C:15]=1[C:18]1[CH:19]=[CH:20][CH:21]=[CH:22][C:17]=1[CH3:26])(=[O:3])[CH3:2]. The yield is 1.00. (5) The reactants are [F:1][C:2]([F:7])([F:6])[C:3]([OH:5])=[O:4].[Cl:8][C:9]1[C:14]([Cl:15])=[C:13]([O:16][CH2:17][C@H:18]([OH:34])[CH2:19][NH:20][C:21]([CH3:33])([CH3:32])[CH2:22][CH:23]2[CH2:31][C:30]3[C:25](=[CH:26][CH:27]=[CH:28][CH:29]=3)[CH2:24]2)[CH:12]=[CH:11][C:10]=1[CH:35]([CH2:39][CH:40]=[CH2:41])[C:36]([OH:38])=[O:37].S(=O)(=O)(O)O. The catalyst is C(O)C. The product is [F:1][C:2]([F:7])([F:6])[C:3]([OH:5])=[O:4].[CH2:2]([O:37][C:36](=[O:38])[CH:35]([C:10]1[CH:11]=[CH:12][C:13]([O:16][CH2:17][C@H:18]([OH:34])[CH2:19][NH:20][C:21]([CH3:33])([CH3:32])[CH2:22][CH:23]2[CH2:31][C:30]3[C:25](=[CH:26][CH:27]=[CH:28][CH:29]=3)[CH2:24]2)=[C:14]([Cl:15])[C:9]=1[Cl:8])[CH2:39][CH:40]=[CH2:41])[CH3:3]. The yield is 0.810. (6) The reactants are Br[C:2]1[CH:3]([CH2:7][CH:8]=[O:9])[CH2:4][CH2:5][CH:6]=1.C([O-])([O-])=O.[Na+].[Na+].[C:16]1(B(O)O)[CH:21]=[CH:20][CH:19]=[CH:18][CH:17]=1.C(OCC)C. The catalyst is C1C=CC=CC=1.CCO.C1C=CC([P]([Pd]([P](C2C=CC=CC=2)(C2C=CC=CC=2)C2C=CC=CC=2)([P](C2C=CC=CC=2)(C2C=CC=CC=2)C2C=CC=CC=2)[P](C2C=CC=CC=2)(C2C=CC=CC=2)C2C=CC=CC=2)(C2C=CC=CC=2)C2C=CC=CC=2)=CC=1. The product is [C:16]1([C:2]2[CH:3]([CH2:7][CH:8]=[O:9])[CH2:4][CH2:5][CH:6]=2)[CH:21]=[CH:20][CH:19]=[CH:18][CH:17]=1. The yield is 0.620. (7) The reactants are [C:1]1([NH:7][C:8]([NH:10][C:11]2[CH:16]=[CH:15][C:14]([C:17]3[C:21]([C:22]4[CH:27]=[CH:26][N:25]=[C:24]5[NH:28][CH:29]=[CH:30][C:23]=45)=[CH:20][N:19]([CH2:31][C:32](O)=[O:33])[N:18]=3)=[CH:13][CH:12]=2)=[O:9])[CH:6]=[CH:5][CH:4]=[CH:3][CH:2]=1.C(N=C=NCCCN(C)C)C.[CH3:46][O:47][C:48]1[CH:53]=[CH:52][CH:51]=[C:50]([NH2:54])[CH:49]=1. The catalyst is CN(C)C1C=CN=CC=1.CN(C)C=O. The product is [CH3:46][O:47][C:48]1[CH:49]=[C:50]([NH:54][C:32](=[O:33])[CH2:31][N:19]2[CH:20]=[C:21]([C:22]3[CH:27]=[CH:26][N:25]=[C:24]4[NH:28][CH:29]=[CH:30][C:23]=34)[C:17]([C:14]3[CH:15]=[CH:16][C:11]([NH:10][C:8]([NH:7][C:1]4[CH:6]=[CH:5][CH:4]=[CH:3][CH:2]=4)=[O:9])=[CH:12][CH:13]=3)=[N:18]2)[CH:51]=[CH:52][CH:53]=1. The yield is 0.260. (8) The reactants are [Cl:1][C:2]1[CH:3]=[C:4]([CH:7]=[C:8]([Cl:28])[C:9]=1[N:10]1[CH:27]=[C:13]2[C:14]([NH:18][C:19]3[CH:24]=[C:23]([CH2:25][OH:26])[N:22]=[CH:21][N:20]=3)=[N:15][CH:16]=[CH:17][C:12]2=[N:11]1)[C:5]#[N:6].CCN(S(F)(F)[F:35])CC.C(#N)C. The catalyst is C(Cl)Cl.O. The product is [OH-:26].[NH4+:6].[Cl:1][C:2]1[CH:3]=[C:4]([CH:7]=[C:8]([Cl:28])[C:9]=1[N:10]1[CH:27]=[C:13]2[C:14]([NH:18][C:19]3[CH:24]=[C:23]([CH2:25][F:35])[N:22]=[CH:21][N:20]=3)=[N:15][CH:16]=[CH:17][C:12]2=[N:11]1)[C:5]#[N:6]. The yield is 0.00100. (9) The reactants are Br[C:2]1[C:3]2[N:4]([CH:9]=[CH:10][N:11]=2)[N:5]=[C:6]([Cl:8])[CH:7]=1.[CH3:12][N:13]1[CH2:18][CH2:17][N:16]([C:19]2[CH:20]=[CH:21][C:22]([NH2:25])=[N:23][CH:24]=2)[CH2:15][CH2:14]1.CC1(C)C2C(=C(P(C3C=CC=CC=3)C3C=CC=CC=3)C=CC=2)OC2C(P(C3C=CC=CC=3)C3C=CC=CC=3)=CC=CC1=2.C([O-])([O-])=O.[Cs+].[Cs+]. The catalyst is C1C=CC(/C=C/C(/C=C/C2C=CC=CC=2)=O)=CC=1.C1C=CC(/C=C/C(/C=C/C2C=CC=CC=2)=O)=CC=1.C1C=CC(/C=C/C(/C=C/C2C=CC=CC=2)=O)=CC=1.[Pd].[Pd].O1CCOCC1. The product is [Cl:8][C:6]1[CH:7]=[C:2]([NH:25][C:22]2[CH:21]=[CH:20][C:19]([N:16]3[CH2:17][CH2:18][N:13]([CH3:12])[CH2:14][CH2:15]3)=[CH:24][N:23]=2)[C:3]2[N:4]([CH:9]=[CH:10][N:11]=2)[N:5]=1. The yield is 0.700. (10) The reactants are [Br:1][C:2]1[CH:7]=[C:6]([N+:8]([O-])=O)[C:5](/[CH:11]=[CH:12]/[CH:13]=O)=[C:4]([F:15])[CH:3]=1.[Cl-].[NH4+]. The catalyst is C(O)C.[Fe]. The product is [Br:1][C:2]1[CH:7]=[C:6]2[C:5]([CH:11]=[CH:12][CH:13]=[N:8]2)=[C:4]([F:15])[CH:3]=1. The yield is 0.554.